Regression. Given two drug SMILES strings and cell line genomic features, predict the synergy score measuring deviation from expected non-interaction effect. From a dataset of NCI-60 drug combinations with 297,098 pairs across 59 cell lines. (1) Drug 1: C1=NNC2=C1C(=O)NC=N2. Drug 2: COCCOC1=C(C=C2C(=C1)C(=NC=N2)NC3=CC=CC(=C3)C#C)OCCOC.Cl. Cell line: NCI-H522. Synergy scores: CSS=14.1, Synergy_ZIP=-0.544, Synergy_Bliss=2.94, Synergy_Loewe=3.11, Synergy_HSA=4.53. (2) Drug 1: C1=NNC2=C1C(=O)NC=N2. Drug 2: CC1C(C(CC(O1)OC2CC(CC3=C2C(=C4C(=C3O)C(=O)C5=C(C4=O)C(=CC=C5)OC)O)(C(=O)CO)O)N)O.Cl. Cell line: ACHN. Synergy scores: CSS=47.9, Synergy_ZIP=-0.628, Synergy_Bliss=0.937, Synergy_Loewe=-27.4, Synergy_HSA=2.42. (3) Drug 1: C1=C(C(=O)NC(=O)N1)F. Drug 2: CC1=C(C(=CC=C1)Cl)NC(=O)C2=CN=C(S2)NC3=CC(=NC(=N3)C)N4CCN(CC4)CCO. Cell line: CCRF-CEM. Synergy scores: CSS=20.4, Synergy_ZIP=1.66, Synergy_Bliss=1.54, Synergy_Loewe=-0.986, Synergy_HSA=-0.924.